From a dataset of NCI-60 drug combinations with 297,098 pairs across 59 cell lines. Regression. Given two drug SMILES strings and cell line genomic features, predict the synergy score measuring deviation from expected non-interaction effect. (1) Drug 1: CC1C(C(=O)NC(C(=O)N2CCCC2C(=O)N(CC(=O)N(C(C(=O)O1)C(C)C)C)C)C(C)C)NC(=O)C3=C4C(=C(C=C3)C)OC5=C(C(=O)C(=C(C5=N4)C(=O)NC6C(OC(=O)C(N(C(=O)CN(C(=O)C7CCCN7C(=O)C(NC6=O)C(C)C)C)C)C(C)C)C)N)C. Drug 2: CN(CC1=CN=C2C(=N1)C(=NC(=N2)N)N)C3=CC=C(C=C3)C(=O)NC(CCC(=O)O)C(=O)O. Cell line: UACC62. Synergy scores: CSS=10.7, Synergy_ZIP=-5.85, Synergy_Bliss=-7.81, Synergy_Loewe=-25.0, Synergy_HSA=-6.06. (2) Drug 1: CCCCC(=O)OCC(=O)C1(CC(C2=C(C1)C(=C3C(=C2O)C(=O)C4=C(C3=O)C=CC=C4OC)O)OC5CC(C(C(O5)C)O)NC(=O)C(F)(F)F)O. Drug 2: CC(C)(C#N)C1=CC(=CC(=C1)CN2C=NC=N2)C(C)(C)C#N. Cell line: NCIH23. Synergy scores: CSS=25.6, Synergy_ZIP=-2.01, Synergy_Bliss=-4.25, Synergy_Loewe=-7.21, Synergy_HSA=-6.94. (3) Drug 1: C1CC(=O)NC(=O)C1N2CC3=C(C2=O)C=CC=C3N. Synergy scores: CSS=-0.128, Synergy_ZIP=-0.297, Synergy_Bliss=-0.554, Synergy_Loewe=-4.17, Synergy_HSA=-3.51. Drug 2: CN(C)N=NC1=C(NC=N1)C(=O)N. Cell line: MDA-MB-231. (4) Drug 2: CC1CCC2CC(C(=CC=CC=CC(CC(C(=O)C(C(C(=CC(C(=O)CC(OC(=O)C3CCCCN3C(=O)C(=O)C1(O2)O)C(C)CC4CCC(C(C4)OC)OCCO)C)C)O)OC)C)C)C)OC. Drug 1: C1CC(C1)(C(=O)O)C(=O)O.[NH2-].[NH2-].[Pt+2]. Synergy scores: CSS=2.11, Synergy_ZIP=-0.142, Synergy_Bliss=1.38, Synergy_Loewe=-9.27, Synergy_HSA=-3.09. Cell line: MDA-MB-435. (5) Drug 1: C1=CC(=CC=C1CCC2=CNC3=C2C(=O)NC(=N3)N)C(=O)NC(CCC(=O)O)C(=O)O. Drug 2: CC1CCCC2(C(O2)CC(NC(=O)CC(C(C(=O)C(C1O)C)(C)C)O)C(=CC3=CSC(=N3)C)C)C. Cell line: U251. Synergy scores: CSS=31.0, Synergy_ZIP=-1.32, Synergy_Bliss=-2.38, Synergy_Loewe=-1.83, Synergy_HSA=-1.55.